From a dataset of Forward reaction prediction with 1.9M reactions from USPTO patents (1976-2016). Predict the product of the given reaction. (1) Given the reactants [C:1]1([C:7]#[C:8][C:9]2[CH:27]=[CH:26][C:12]([C:13]([NH:15][C@@H:16]([CH2:21][N+:22]([CH3:25])([CH3:24])[CH3:23])[CH2:17][C:18]([O-:20])=[O:19])=[O:14])=[CH:11][CH:10]=2)[CH:6]=[CH:5][CH:4]=[CH:3][CH:2]=1, predict the reaction product. The product is: [CH2:8]([C:9]1[CH:27]=[CH:26][C:12]([C:13]([NH:15][C@@H:16]([CH2:21][N+:22]([CH3:23])([CH3:25])[CH3:24])[CH2:17][C:18]([O-:20])=[O:19])=[O:14])=[CH:11][CH:10]=1)[CH2:7][C:1]1[CH:2]=[CH:3][CH:4]=[CH:5][CH:6]=1. (2) Given the reactants [N:1]1[CH:6]=[CH:5][C:4]([C:7]2[N:8]=[C:9]([NH2:12])[S:10][CH:11]=2)=[CH:3][CH:2]=1.[CH3:13][C:14]1[CH:15]=[C:16]([CH:19]=[CH:20][CH:21]=1)[CH:17]=O.[BH4-].[Na+], predict the reaction product. The product is: [CH3:13][C:14]1[CH:15]=[C:16]([CH:19]=[CH:20][CH:21]=1)[CH2:17][NH:12][C:9]1[S:10][CH:11]=[C:7]([C:4]2[CH:3]=[CH:2][N:1]=[CH:6][CH:5]=2)[N:8]=1. (3) Given the reactants Br.Br[CH2:3][C:4]([C:6]1[CH:11]=[CH:10][N:9]=[CH:8][CH:7]=1)=O.[F:12][C:13]1[CH:14]=[C:15]([NH:19][C:20]([NH2:22])=[S:21])[CH:16]=[CH:17][CH:18]=1, predict the reaction product. The product is: [F:12][C:13]1[CH:14]=[C:15]([NH:19][C:20]2[S:21][CH:3]=[C:4]([C:6]3[CH:11]=[CH:10][N:9]=[CH:8][CH:7]=3)[N:22]=2)[CH:16]=[CH:17][CH:18]=1. (4) The product is: [CH3:6][O:7][C:8](=[O:19])[C:9]1[CH:17]=[C:16]([Br:18])[CH:15]=[C:11]([C:12]([N:2]([CH3:1])[CH2:3][CH2:4][CH3:5])=[O:14])[CH:10]=1. Given the reactants [CH3:1][NH:2][CH2:3][CH2:4][CH3:5].[CH3:6][O:7][C:8](=[O:19])[C:9]1[CH:17]=[C:16]([Br:18])[CH:15]=[C:11]([C:12]([OH:14])=O)[CH:10]=1.BrC1C=C(C(O)=O)C=C(C=1)C(O)=O.ON1C2C=CC=CC=2N=N1.Cl.CN(C)CCCN=C=NCC.[Cl-].[NH4+].Cl, predict the reaction product. (5) The product is: [Cl:31][C:28]1[CH:29]=[CH:30][C:25]([CH:10]2[C:5]3[N:6]([CH:7]([CH3:9])[CH3:8])[C:2]([C:36]4[CH2:37][CH2:38][N:33]([CH3:32])[CH2:34][CH:35]=4)=[N:3][C:4]=3[C:12](=[O:13])[N:11]2[C:14]2[CH:15]=[C:16]([CH3:24])[C:17]3[N:21]=[N:20][N:19]([CH3:22])[C:18]=3[CH:23]=2)=[CH:26][CH:27]=1. Given the reactants Br[C:2]1[N:6]([CH:7]([CH3:9])[CH3:8])[C:5]2[CH:10]([C:25]3[CH:30]=[CH:29][C:28]([Cl:31])=[CH:27][CH:26]=3)[N:11]([C:14]3[CH:15]=[C:16]([CH3:24])[C:17]4[N:21]=[N:20][N:19]([CH3:22])[C:18]=4[CH:23]=3)[C:12](=[O:13])[C:4]=2[N:3]=1.[CH3:32][N:33]1[CH2:38][CH:37]=[C:36](B2OC(C)(C)C(C)(C)O2)[CH2:35][CH2:34]1.C([O-])(O)=O.[Na+], predict the reaction product. (6) Given the reactants [Cl:1][C:2]1[CH:3]=[C:4]([N:9]([C:13]2[C:22]3[C:17](=[CH:18][C:19]([O:26][CH2:27][CH2:28][CH2:29][N:30]4[CH2:35][CH2:34][O:33][CH2:32][CH2:31]4)=[C:20]([N+:23]([O-])=O)[CH:21]=3)[N:16]=[CH:15][N:14]=2)[C:10](=[O:12])[CH3:11])[CH:5]=[CH:6][C:7]=1[F:8].[H][H], predict the reaction product. The product is: [NH2:23][C:20]1[CH:21]=[C:22]2[C:17](=[CH:18][C:19]=1[O:26][CH2:27][CH2:28][CH2:29][N:30]1[CH2:35][CH2:34][O:33][CH2:32][CH2:31]1)[N:16]=[CH:15][N:14]=[C:13]2[N:9]([C:4]1[CH:5]=[CH:6][C:7]([F:8])=[C:2]([Cl:1])[CH:3]=1)[C:10](=[O:12])[CH3:11].